Dataset: Forward reaction prediction with 1.9M reactions from USPTO patents (1976-2016). Task: Predict the product of the given reaction. (1) Given the reactants [Cl:1][C:2]1[CH:7]=[C:6](Cl)[N:5]=[CH:4][N:3]=1.[Cl-].[CH2:10]([Zn+])[C:11]1[CH:16]=[CH:15][CH:14]=[CH:13][CH:12]=1, predict the reaction product. The product is: [CH2:10]([C:6]1[CH:7]=[C:2]([Cl:1])[N:3]=[CH:4][N:5]=1)[C:11]1[CH:16]=[CH:15][CH:14]=[CH:13][CH:12]=1. (2) Given the reactants Br[C:2]1[CH:13]=[CH:12][C:5]2[C:6](=[O:11])[NH:7][CH2:8][CH2:9][CH2:10][C:4]=2[CH:3]=1.[C:14](=[O:21])([O:16][C:17]([CH3:20])([CH3:19])[CH3:18])[NH2:15].C([O-])([O-])=O.[Cs+].[Cs+].O, predict the reaction product. The product is: [O:11]=[C:6]1[C:5]2[CH:12]=[CH:13][C:2]([NH:15][C:14](=[O:21])[O:16][C:17]([CH3:20])([CH3:19])[CH3:18])=[CH:3][C:4]=2[CH2:10][CH2:9][CH2:8][NH:7]1. (3) Given the reactants C([N:8]1[CH2:13][CH2:12][N:11]([C:14]([NH:16][C:17]2[CH:22]=[C:21]([O:23][C:24]3[CH:25]=[N:26][C:27]([NH:30][C:31]([NH:33][C:34](=[O:39])[C:35]([CH3:38])([CH3:37])[CH3:36])=[O:32])=[CH:28][CH:29]=3)[CH:20]=[CH:19][N:18]=2)=[O:15])[CH2:10][CH2:9]1)C1C=CC=CC=1.C([O-])=O.[NH4+], predict the reaction product. The product is: [NH3:8].[C:34]([NH:33][C:31](=[O:32])[NH:30][C:27]1[N:26]=[CH:25][C:24]([O:23][C:21]2[CH:20]=[CH:19][N:18]=[C:17]([NH:16][C:14]([N:11]3[CH2:12][CH2:13][NH:8][CH2:9][CH2:10]3)=[O:15])[CH:22]=2)=[CH:29][CH:28]=1)(=[O:39])[C:35]([CH3:38])([CH3:37])[CH3:36]. (4) Given the reactants [NH:1]1[C:5]2[CH2:6][CH2:7][O:8][CH2:9][C:4]=2[C:3]([C:10]([O:12][CH2:13][CH3:14])=[O:11])=[N:2]1.[Br:15][C:16]1[CH:17]=[C:18](B(O)O)[CH:19]=[CH:20][CH:21]=1, predict the reaction product. The product is: [Br:15][C:16]1[CH:21]=[C:20]([N:1]2[C:5]3[CH2:6][CH2:7][O:8][CH2:9][C:4]=3[C:3]([C:10]([O:12][CH2:13][CH3:14])=[O:11])=[N:2]2)[CH:19]=[CH:18][CH:17]=1. (5) Given the reactants Cl[C:2]1[NH:7][C:6](=[O:8])[N:5]([CH:9]([CH3:11])[CH3:10])[C:4](=[O:12])[C:3]=1[CH2:13][CH2:14][CH2:15]Cl.[CH3:17][O:18][C:19]1[CH:24]=[CH:23][C:22]([CH2:25][NH2:26])=[CH:21][CH:20]=1, predict the reaction product. The product is: [CH:9]([N:5]1[C:4](=[O:12])[C:3]2[CH2:13][CH2:14][CH2:15][N:26]([CH2:25][C:22]3[CH:23]=[CH:24][C:19]([O:18][CH3:17])=[CH:20][CH:21]=3)[C:2]=2[NH:7][C:6]1=[O:8])([CH3:11])[CH3:10]. (6) Given the reactants FC(F)(F)S(O[C:7]1[CH:16]=[CH:15][C:14]2[C:9](=[C:10]([Cl:17])[CH:11]=[CH:12][N:13]=2)[N:8]=1)(=O)=O.[F:20][C:21]1[CH:26]=[C:25]([F:27])[CH:24]=[CH:23][C:22]=1[NH:28][S:29]([C:32]1[CH:33]=[N:34][CH:35]=[C:36](B2OC(C)(C)C(C)(C)O2)[CH:37]=1)(=[O:31])=[O:30], predict the reaction product. The product is: [Cl:17][C:10]1[CH:11]=[CH:12][N:13]=[C:14]2[C:9]=1[N:8]=[C:7]([C:36]1[CH:37]=[C:32]([S:29]([NH:28][C:22]3[CH:23]=[CH:24][C:25]([F:27])=[CH:26][C:21]=3[F:20])(=[O:31])=[O:30])[CH:33]=[N:34][CH:35]=1)[CH:16]=[CH:15]2. (7) Given the reactants [Cl:1][C:2]1[C:3]([O:12][C:13]2[CH:18]=[C:17]([O:19][CH2:20][CH2:21][O:22][CH3:23])[CH:16]=[CH:15][C:14]=2[CH2:24][CH2:25][CH2:26][OH:27])=[N:4][CH:5]=[C:6]([C:8]([F:11])([F:10])[F:9])[CH:7]=1.[CH3:28][N:29]1[CH:33]=[C:32]([CH2:34][C:35]([O:37]C)=[O:36])[C:31](O)=[N:30]1.C(P(CCCC)CCCC)CCC.N(C(N1CCCCC1)=O)=NC(N1CCCCC1)=O.O1CCCC1CO.[OH-].[Na+].Cl, predict the reaction product. The product is: [Cl:1][C:2]1[C:3]([O:12][C:13]2[CH:18]=[C:17]([O:19][CH2:20][CH2:21][O:22][CH3:23])[CH:16]=[CH:15][C:14]=2[CH2:24][CH2:25][CH2:26][O:27][C:31]2[C:32]([CH2:34][C:35]([OH:37])=[O:36])=[CH:33][N:29]([CH3:28])[N:30]=2)=[N:4][CH:5]=[C:6]([C:8]([F:9])([F:11])[F:10])[CH:7]=1. (8) Given the reactants [CH3:1][C:2]1[CH:3]=[CH:4][C:5]([O:10][C:11]2[CH:16]=[CH:15][C:14]([N+:17]([O-:19])=[O:18])=[CH:13][CH:12]=2)=[C:6]([O:8]C)[CH:7]=1.B(Br)(Br)Br, predict the reaction product. The product is: [CH3:1][C:2]1[CH:3]=[CH:4][C:5]([O:10][C:11]2[CH:16]=[CH:15][C:14]([N+:17]([O-:19])=[O:18])=[CH:13][CH:12]=2)=[C:6]([OH:8])[CH:7]=1.